Dataset: hERG potassium channel inhibition data for cardiac toxicity prediction from Karim et al.. Task: Regression/Classification. Given a drug SMILES string, predict its toxicity properties. Task type varies by dataset: regression for continuous values (e.g., LD50, hERG inhibition percentage) or binary classification for toxic/non-toxic outcomes (e.g., AMES mutagenicity, cardiotoxicity, hepatotoxicity). Dataset: herg_karim. (1) The compound is CCCNC(=O)N1CCN(c2cnc3cc(C(F)(F)F)cc(NCc4cccc([N+](=O)[O-])c4)c3c2)CC1. The result is 1 (blocker). (2) The compound is CCN/C(=N\S(=O)(=O)c1cccc(Cl)c1)N1N=CCC1c1ccccc1. The result is 0 (non-blocker).